Dataset: Forward reaction prediction with 1.9M reactions from USPTO patents (1976-2016). Task: Predict the product of the given reaction. Given the reactants [CH3:1][C:2]1[S:3][CH:4]=[C:5]([C:7]([N:9]2[CH2:27][CH2:26][C:13]3([CH2:18][CH2:17][N:16](C(OC(C)(C)C)=O)[CH2:15][CH2:14]3)[O:12][CH2:11][CH2:10]2)=[O:8])[N:6]=1.[F:28][C:29]([F:34])([F:33])[C:30]([OH:32])=[O:31].C1(C)C=CC=CC=1, predict the reaction product. The product is: [F:28][C:29]([F:34])([F:33])[C:30]([OH:32])=[O:31].[CH3:1][C:2]1[S:3][CH:4]=[C:5]([C:7]([N:9]2[CH2:27][CH2:26][C:13]3([CH2:18][CH2:17][NH:16][CH2:15][CH2:14]3)[O:12][CH2:11][CH2:10]2)=[O:8])[N:6]=1.